This data is from Full USPTO retrosynthesis dataset with 1.9M reactions from patents (1976-2016). The task is: Predict the reactants needed to synthesize the given product. (1) Given the product [F:1][C:2]1[C:10]([C:19]2[CH:18]=[CH:17][CH:16]=[C:15]([F:14])[CH:20]=2)=[CH:9][C:8]([O:12][CH3:13])=[CH:7][C:3]=1[C:4]([OH:6])=[O:5], predict the reactants needed to synthesize it. The reactants are: [F:1][C:2]1[C:10](I)=[CH:9][C:8]([O:12][CH3:13])=[CH:7][C:3]=1[C:4]([OH:6])=[O:5].[F:14][C:15]1[CH:16]=[C:17](B(O)O)[CH:18]=[CH:19][CH:20]=1.C([O-])([O-])=O.[Na+].[Na+].Cl. (2) Given the product [F:19][C:20]1[CH:21]=[CH:22][C:23]([S:26]([N:29]([CH:30]([CH3:32])[CH3:31])[CH2:33][C:34]([NH:13][CH2:12][C:11]2[CH:14]=[CH:15][CH:16]=[C:9]([C:6]3[N:7]=[N:8][C:3]([C:2]([F:1])([F:17])[F:18])=[CH:4][CH:5]=3)[CH:10]=2)=[O:35])(=[O:27])=[O:28])=[CH:24][CH:25]=1, predict the reactants needed to synthesize it. The reactants are: [F:1][C:2]([F:18])([F:17])[C:3]1[N:8]=[N:7][C:6]([C:9]2[CH:10]=[C:11]([CH:14]=[CH:15][CH:16]=2)[CH2:12][NH2:13])=[CH:5][CH:4]=1.[F:19][C:20]1[CH:25]=[CH:24][C:23]([S:26]([N:29]([CH2:33][C:34](O)=[O:35])[CH:30]([CH3:32])[CH3:31])(=[O:28])=[O:27])=[CH:22][CH:21]=1.CN(C(ON1N=NC2C=CC=NC1=2)=[N+](C)C)C.F[P-](F)(F)(F)(F)F.C(N(CC)C(C)C)(C)C.OS([O-])(=O)=O.[K+].